Predict the reaction yield, written as a fraction of the theoretical maximum amount of product (1.0 means a 100% yield; for example, 0.34 means a 34% yield). From a dataset of Reaction yield outcomes from USPTO patents with 853,638 reactions. (1) The reactants are [C:1]([C:3]1[CH:8]=[CH:7][C:6]([C:9]2[O:10][C:11]3[CH:21]=[C:20]([N:22]([CH3:27])[S:23]([CH3:26])(=[O:25])=[O:24])[C:19](B4OC(C)(C)C(C)(C)O4)=[CH:18][C:12]=3[C:13]=2[C:14]([NH:16][CH3:17])=[O:15])=[CH:5][CH:4]=1)#[N:2].Cl[C:38]1[CH:39]=[CH:40][C:41]2[O:54][CH2:53][N:44]3[C:45]4[CH:46]=[CH:47][CH:48]=[C:49]([F:52])[C:50]=4[CH:51]=[C:43]3[C:42]=2[N:55]=1.CC(C1C=C(C(C)C)C(C2C=CC=CC=2P(C2CCCCC2)C2CCCCC2)=C(C(C)C)C=1)C. The catalyst is O1CCOCC1.O.C1C=CC(/C=C/C(/C=C/C2C=CC=CC=2)=O)=CC=1.C1C=CC(/C=C/C(/C=C/C2C=CC=CC=2)=O)=CC=1.C1C=CC(/C=C/C(/C=C/C2C=CC=CC=2)=O)=CC=1.[Pd].[Pd]. The product is [C:1]([C:3]1[CH:8]=[CH:7][C:6]([C:9]2[O:10][C:11]3[CH:21]=[C:20]([N:22]([CH3:27])[S:23]([CH3:26])(=[O:25])=[O:24])[C:19]([C:38]4[CH:39]=[CH:40][C:41]5[O:54][CH2:53][N:44]6[C:45]7[CH:46]=[CH:47][CH:48]=[C:49]([F:52])[C:50]=7[CH:51]=[C:43]6[C:42]=5[N:55]=4)=[CH:18][C:12]=3[C:13]=2[C:14]([NH:16][CH3:17])=[O:15])=[CH:5][CH:4]=1)#[N:2]. The yield is 0.210. (2) The yield is 0.510. The product is [O:21]=[C:15]1[CH:14]([N:8]2[CH2:7][C:6]3[C:10](=[CH:11][CH:12]=[C:4]([CH2:3][NH:2][C:28](=[O:29])[C:27]4[CH:31]=[CH:32][C:24]([C:23]([F:34])([F:22])[F:33])=[N:25][CH:26]=4)[CH:5]=3)[C:9]2=[O:13])[CH2:19][CH2:18][C:17](=[O:20])[NH:16]1. The catalyst is CN(C)C=O. The reactants are Cl.[NH2:2][CH2:3][C:4]1[CH:5]=[C:6]2[C:10](=[CH:11][CH:12]=1)[C:9](=[O:13])[N:8]([CH:14]1[CH2:19][CH2:18][C:17](=[O:20])[NH:16][C:15]1=[O:21])[CH2:7]2.[F:22][C:23]([F:34])([F:33])[C:24]1[CH:32]=[CH:31][C:27]([C:28](Cl)=[O:29])=[CH:26][N:25]=1.C(N(CC)CC)C.Cl.C([O-])(O)=O.[Na+]. (3) The reactants are [NH2:1][C:2]1[CH:3]=[N:4][N:5]([CH3:22])[C:6]=1[NH:7][CH2:8][CH:9]1[CH2:14][CH2:13][N:12](C(OC(C)(C)C)=O)[CH2:11][CH2:10]1.C(OC([NH:30][C:31]1[S:35][C:34]([C:36]2[C:41]([F:42])=[CH:40][CH:39]=[CH:38][C:37]=2[F:43])=[N:33][C:32]=1[C:44](O)=[O:45])=O)(C)(C)C.CN(C(ON1N=NC2C=CC=NC1=2)=[N+](C)C)C.F[P-](F)(F)(F)(F)F. No catalyst specified. The product is [NH2:30][C:31]1[S:35][C:34]([C:36]2[C:41]([F:42])=[CH:40][CH:39]=[CH:38][C:37]=2[F:43])=[N:33][C:32]=1[C:44]([NH:1][C:2]1[CH:3]=[N:4][N:5]([CH3:22])[C:6]=1[NH:7][CH2:8][CH:9]1[CH2:10][CH2:11][NH:12][CH2:13][CH2:14]1)=[O:45]. The yield is 0.0740. (4) The reactants are C(N)CCC.NO.Cl.[CH:9]#[C:10][C@H:11]([OH:21])[CH2:12][CH2:13][CH2:14][CH2:15][CH2:16][CH2:17][CH2:18][CH2:19][CH3:20].[C:22]([O:25][C@H:26]([C:29]#[C:30]Br)[CH:27]=[CH2:28])(=[O:24])[CH3:23]. The catalyst is O.C(Cl)Cl.[Cu]Cl. The product is [C:22]([O:25][C@H:26]([C:29]#[C:30][C:9]#[C:10][C@H:11]([OH:21])[CH2:12][CH2:13][CH2:14][CH2:15][CH2:16][CH2:17][CH2:18][CH2:19][CH3:20])[CH:27]=[CH2:28])(=[O:24])[CH3:23]. The yield is 0.586. (5) The reactants are [CH:1]1([C:6]([C:8]2[CH:13]=[CH:12][C:11]([C:14]([F:17])([F:16])[F:15])=[CH:10][CH:9]=2)=O)[CH2:5][CH2:4][CH2:3][CH2:2]1.[N+:18]([C:21]1[CH:28]=[CH:27][C:24]([CH2:25][NH2:26])=[CH:23][CH:22]=1)([O-:20])=[O:19]. No catalyst specified. The product is [CH:1]1([CH:6]([C:8]2[CH:13]=[CH:12][C:11]([C:14]([F:17])([F:16])[F:15])=[CH:10][CH:9]=2)[NH:26][CH2:25][C:24]2[CH:23]=[CH:22][C:21]([N+:18]([O-:20])=[O:19])=[CH:28][CH:27]=2)[CH2:5][CH2:4][CH2:3][CH2:2]1. The yield is 0.670. (6) The reactants are CCN(C(C)C)C(C)C.[Cl:10][C:11]1[CH:19]=[CH:18][C:14]([C:15]([OH:17])=O)=[CH:13][CH:12]=1.CN(C(ON1N=NC2C=CC=CC1=2)=[N+](C)C)C.[B-](F)(F)(F)F.[CH:42]1([C@@H:46]([NH:53][CH3:54])[CH2:47][N:48]2[CH2:51][CH:50]([OH:52])[CH2:49]2)[CH2:45][CH2:44][CH2:43]1. The catalyst is C(Cl)Cl.CN1C(=O)CCC1. The product is [Cl:10][C:11]1[CH:12]=[CH:13][C:14]([C:15]([N:53]([C@H:46]([CH:42]2[CH2:45][CH2:44][CH2:43]2)[CH2:47][N:48]2[CH2:49][CH:50]([OH:52])[CH2:51]2)[CH3:54])=[O:17])=[CH:18][CH:19]=1. The yield is 0.520.